From a dataset of Full USPTO retrosynthesis dataset with 1.9M reactions from patents (1976-2016). Predict the reactants needed to synthesize the given product. (1) Given the product [CH3:1][O:2][C:3]1[CH:4]=[C:5]2[C:10](=[CH:11][C:12]=1[O:13][CH3:14])[N:9]=[CH:8][CH:7]=[C:6]2[O:15][C:16]1[CH:22]=[CH:21][C:19]([NH:20][C:43](=[S:59])[O:49][C:26]2[CH:27]=[CH:28][C:60]([Cl:62])=[CH:30][C:25]=2[CH3:31])=[C:18]([CH3:23])[C:17]=1[CH3:24], predict the reactants needed to synthesize it. The reactants are: [CH3:1][O:2][C:3]1[CH:4]=[C:5]2[C:10](=[CH:11][C:12]=1[O:13][CH3:14])[N:9]=[CH:8][CH:7]=[C:6]2[O:15][C:16]1[CH:22]=[CH:21][C:19]([NH2:20])=[C:18]([CH3:23])[C:17]=1[CH3:24].[C:25]1([CH3:31])[CH:30]=C[CH:28]=[CH:27][CH:26]=1.C(N(CC)CC)C.ClC(Cl)(O[C:43](=[O:49])OC(Cl)(Cl)Cl)Cl.CC1C=C(Cl)C=CC=1[SH:59].[CH2:60]([Cl:62])Cl. (2) The reactants are: Cl[C:2]1[CH:7]=[CH:6][N:5]=[C:4]2[CH:8]=[C:9]([C:11]3[N:16]=[CH:15][C:14]([CH2:17][N:18]([CH2:26][CH2:27][O:28][CH3:29])[C:19](=[O:25])[O:20][C:21]([CH3:24])([CH3:23])[CH3:22])=[CH:13][CH:12]=3)[S:10][C:3]=12.Cl.[NH2:31][C:32]1[CH:37]=[CH:36][C:35]([OH:38])=[CH:34][N:33]=1.CC(C)([O-])C.[K+]. Given the product [NH2:31][C:32]1[N:33]=[CH:34][C:35]([O:38][C:2]2[CH:7]=[CH:6][N:5]=[C:4]3[CH:8]=[C:9]([C:11]4[N:16]=[CH:15][C:14]([CH2:17][N:18]([CH2:26][CH2:27][O:28][CH3:29])[C:19](=[O:25])[O:20][C:21]([CH3:24])([CH3:23])[CH3:22])=[CH:13][CH:12]=4)[S:10][C:3]=23)=[CH:36][CH:37]=1, predict the reactants needed to synthesize it.